From a dataset of Full USPTO retrosynthesis dataset with 1.9M reactions from patents (1976-2016). Predict the reactants needed to synthesize the given product. (1) Given the product [Br:22][C:23]1[CH:24]=[C:25]([NH:26][C:2]2[C:14]3[C:13]4[C:8](=[CH:9][CH:10]=[CH:11][CH:12]=4)[NH:7][C:6]=3[N:5]=[C:4]([NH:15][C:16](=[O:21])[C:17]([CH3:20])([CH3:19])[CH3:18])[N:3]=2)[CH:27]=[CH:28][CH:29]=1, predict the reactants needed to synthesize it. The reactants are: Cl[C:2]1[C:14]2[C:13]3[C:8](=[CH:9][CH:10]=[CH:11][CH:12]=3)[NH:7][C:6]=2[N:5]=[C:4]([NH:15][C:16](=[O:21])[C:17]([CH3:20])([CH3:19])[CH3:18])[N:3]=1.[Br:22][C:23]1[CH:24]=[C:25]([CH:27]=[CH:28][CH:29]=1)[NH2:26]. (2) Given the product [S:15]1[C:5]2[C:6]3[CH:14]=[CH:13][CH:12]=[CH:11][C:7]=3[O:8][CH2:9][CH2:10][C:4]=2[CH:3]=[C:2]1[C:21]1[CH:20]=[C:19]2[CH:18]=[CH:17][NH:16][C:24]2=[N:23][CH:22]=1, predict the reactants needed to synthesize it. The reactants are: Br[C:2]1[S:15][C:5]2[C:6]3[CH:14]=[CH:13][CH:12]=[CH:11][C:7]=3[O:8][CH2:9][CH2:10][C:4]=2[CH:3]=1.[NH:16]1[C:24]2[C:19](=[CH:20][C:21](B3OC(C)(C)C(C)(C)O3)=[CH:22][N:23]=2)[CH:18]=[CH:17]1.